From a dataset of Catalyst prediction with 721,799 reactions and 888 catalyst types from USPTO. Predict which catalyst facilitates the given reaction. (1) Reactant: [F:1][C:2]([F:21])([F:20])[C:3]1[CH:8]=[CH:7][C:6]([CH:9]2[CH2:14][C:13](=[O:15])[NH:12][C:11]([CH3:16])=[C:10]2[C:17]([OH:19])=O)=[CH:5][CH:4]=1.[NH2:22][C:23]1[CH:24]=[C:25]2[C:29](=[CH:30][CH:31]=1)[NH:28][N:27]=[C:26]2[CH2:32][CH3:33].C(Cl)CCl.CCN(CC)CC. Product: [CH2:32]([C:26]1[C:25]2[C:29](=[CH:30][CH:31]=[C:23]([NH:22][C:17]([C:10]3[CH:9]([C:6]4[CH:7]=[CH:8][C:3]([C:2]([F:20])([F:21])[F:1])=[CH:4][CH:5]=4)[CH2:14][C:13](=[O:15])[NH:12][C:11]=3[CH3:16])=[O:19])[CH:24]=2)[NH:28][N:27]=1)[CH3:33]. The catalyst class is: 861. (2) Reactant: [C:1]1([S:7]([C:10]2[CH:15]=[CH:14][CH:13]=[CH:12][C:11]=2[NH2:16])(=[O:9])=[O:8])[CH:6]=[CH:5][CH:4]=[CH:3][CH:2]=1.O=C(Cl)OC(Cl)(Cl)Cl.[N-:25]=[C:26]=[O:27].Cl.[CH3:29][O:30][C:31](=[O:44])[C@H:32]([CH2:34][C:35]1[CH:40]=[CH:39][C:38]([N+:41]([O-:43])=[O:42])=[CH:37][CH:36]=1)N.C(N(CC)CC)C. Product: [CH3:29][O:30][C:31](=[O:44])[C@@H:32]([NH:25][C:26]([NH:16][C:11]1[CH:12]=[CH:13][CH:14]=[CH:15][C:10]=1[S:7]([C:1]1[CH:2]=[CH:3][CH:4]=[CH:5][CH:6]=1)(=[O:9])=[O:8])=[O:27])[CH2:34][C:35]1[CH:40]=[CH:39][C:38]([N+:41]([O-:43])=[O:42])=[CH:37][CH:36]=1. The catalyst class is: 346. (3) Reactant: C[O:2][C:3]([C:5]1[CH:6]=[C:7]([Br:15])[CH:8]=[C:9]2[C:13]=1[N:12]([CH3:14])[CH:11]=[CH:10]2)=O.[H-].[H-].[H-].[H-].[Li+].[Al+3].C([O-])(O)=O.[Na+]. Product: [Br:15][C:7]1[CH:8]=[C:9]2[C:13](=[C:5]([CH2:3][OH:2])[CH:6]=1)[N:12]([CH3:14])[CH:11]=[CH:10]2. The catalyst class is: 28.